Dataset: Forward reaction prediction with 1.9M reactions from USPTO patents (1976-2016). Task: Predict the product of the given reaction. (1) Given the reactants [CH2:1]([O:8][C:9]1[CH:10]=[C:11]2[C:15](=[CH:16][C:17]=1[O:18][CH3:19])[NH:14][CH:13]=[C:12]2[CH2:20][C:21]([O:23]C)=[O:22])[C:2]1[CH:7]=[CH:6][CH:5]=[CH:4][CH:3]=1.CO.C1COCC1.[Li+].[OH-], predict the reaction product. The product is: [CH2:1]([O:8][C:9]1[CH:10]=[C:11]2[C:15](=[CH:16][C:17]=1[O:18][CH3:19])[NH:14][CH:13]=[C:12]2[CH2:20][C:21]([OH:23])=[O:22])[C:2]1[CH:3]=[CH:4][CH:5]=[CH:6][CH:7]=1. (2) Given the reactants C1(CNCC2C=C(C3C=C4C(=C(C(N)=O)C=3)NC=C4C3CCN(S(CC)(=O)=O)CC3)C=NC=2)CC1.[CH3:36][C:37]1([CH3:52])[C:41]([CH3:43])([CH3:42])[O:40][B:39]([C:44]2[CH:45]=[C:46]([CH:50]=O)[CH:47]=[N:48][CH:49]=2)[O:38]1.[CH3:53][O:54][CH2:55][CH2:56][NH2:57].[BH3-]C#N.[Na+], predict the reaction product. The product is: [CH3:53][O:54][CH2:55][CH2:56][NH:57][CH2:50][C:46]1[CH:47]=[N:48][CH:49]=[C:44]([B:39]2[O:38][C:37]([CH3:52])([CH3:36])[C:41]([CH3:43])([CH3:42])[O:40]2)[CH:45]=1. (3) The product is: [CH3:1][O:2][C:3]1[CH:10]=[CH:9][C:6]([CH2:7][Cl:24])=[CH:5][C:4]=1[O:11][S:12]([C:15]1[CH:21]=[CH:20][C:18]([CH3:19])=[CH:17][CH:16]=1)(=[O:14])=[O:13]. Given the reactants [CH3:1][O:2][C:3]1[CH:10]=[CH:9][C:6]([CH2:7]O)=[CH:5][C:4]=1[O:11][S:12]([C:15]1[CH:21]=[CH:20][C:18]([CH3:19])=[CH:17][CH:16]=1)(=[O:14])=[O:13].S(Cl)([Cl:24])=O, predict the reaction product. (4) Given the reactants [OH:1][CH:2]([OH:6])[C:3](O)=O.N1[CH2:12][CH2:11][O:10][CH2:9][CH2:8]1.[CH:13](=O)CC.Cl, predict the reaction product. The product is: [CH2:9]([O:10][CH:11]1[C:12]([CH3:13])=[CH:3][C:2](=[O:6])[O:1]1)[CH3:8]. (5) Given the reactants C[O:2][CH:3]=[CH:4][CH2:5][C@H:6]1[O:10][C:9]([CH3:12])([CH3:11])[O:8][C:7]1=[O:13].CC(C)=O, predict the reaction product. The product is: [CH3:11][C:9]1([CH3:12])[O:10][C@H:6]([CH2:5][CH2:4][CH:3]=[O:2])[C:7](=[O:13])[O:8]1. (6) Given the reactants Br[C:2]1[CH:7]=[CH:6][N:5]=[C:4]([C@H:8]2[CH2:12][CH2:11][C@@:10]3([CH2:16][CH2:15][N:14]([CH3:17])[C:13]3=[O:18])[NH:9]2)[CH:3]=1.[F:19][C:20]1[CH:25]=[CH:24][C:23]([OH:26])=[CH:22][C:21]=1B(O)O.C(=O)([O-])[O-].[Na+].[Na+], predict the reaction product. The product is: [F:19][C:20]1[CH:25]=[CH:24][C:23]([OH:26])=[CH:22][C:21]=1[C:2]1[CH:7]=[CH:6][N:5]=[C:4]([C@H:8]2[CH2:12][CH2:11][C@@:10]3([CH2:16][CH2:15][N:14]([CH3:17])[C:13]3=[O:18])[NH:9]2)[CH:3]=1.